This data is from Catalyst prediction with 721,799 reactions and 888 catalyst types from USPTO. The task is: Predict which catalyst facilitates the given reaction. (1) Reactant: [H-].[Na+].[NH2:3][CH2:4][CH2:5][C:6]1[CH:11]=[CH:10][C:9]([OH:12])=[CH:8][CH:7]=1.Cl[C:14]1[CH:19]=[CH:18][C:17]([C:20]([F:23])([F:22])[F:21])=[CH:16][N:15]=1.O. Product: [F:21][C:20]([F:23])([F:22])[C:17]1[CH:18]=[CH:19][C:14]([O:12][C:9]2[CH:10]=[CH:11][C:6]([CH2:5][CH2:4][NH2:3])=[CH:7][CH:8]=2)=[N:15][CH:16]=1. The catalyst class is: 3. (2) Reactant: [Br:1][C:2]1[CH:3]=[C:4]([CH:6]=[CH:7][CH:8]=1)[NH2:5].[Cl:9][C:10]1[CH:17]=[CH:16][C:13]([CH:14]=O)=[CH:12][C:11]=1[F:18].C(O[BH-](OC(=O)C)OC(=O)C)(=O)C.[Na+]. Product: [Br:1][C:2]1[CH:3]=[C:4]([NH:5][CH2:14][C:13]2[CH:16]=[CH:17][C:10]([Cl:9])=[C:11]([F:18])[CH:12]=2)[CH:6]=[CH:7][CH:8]=1. The catalyst class is: 2. (3) Reactant: [CH3:1][S:2][C:3]1[N:8]=[C:7]([C:9]([OH:11])=O)[CH:6]=[CH:5][N:4]=1.O.ON1C2C=CC=CC=2N=N1.Cl.CN(C)CCCN=C=NCC.Cl.[CH3:36][NH:37][O:38][CH3:39].C(N(CC)CC)C.C(=O)(O)[O-].[Na+]. Product: [CH3:39][O:38][N:37]([CH3:36])[C:9]([C:7]1[CH:6]=[CH:5][N:4]=[C:3]([S:2][CH3:1])[N:8]=1)=[O:11]. The catalyst class is: 23. (4) Reactant: [CH3:1][C:2]([NH:5][CH2:6][C@H:7]([OH:21])[CH2:8][O:9][C:10]1[C:11]([N:15]2[CH2:20][CH2:19][O:18][CH2:17][CH2:16]2)=[N:12][S:13][N:14]=1)([CH3:4])[CH3:3].C(N(CC)CC)C.[C:29](Cl)(=[O:39])[O:30][CH2:31][CH:32]([CH2:36][C:37]#[CH:38])[CH2:33][C:34]#[CH:35]. Product: [C:29](=[O:39])([O:30][CH2:31][CH:32]([CH2:36][C:37]#[CH:38])[CH2:33][C:34]#[CH:35])[O:21][C@H:7]([CH2:8][O:9][C:10]1[C:11]([N:15]2[CH2:20][CH2:19][O:18][CH2:17][CH2:16]2)=[N:12][S:13][N:14]=1)[CH2:6][NH:5][C:2]([CH3:1])([CH3:3])[CH3:4]. The catalyst class is: 2. (5) Reactant: C(OC([NH:8][C@H:9]([C:17]([N:19]([CH3:25])[CH2:20][C:21](OC)=[O:22])=[O:18])[CH2:10][C:11]1[CH:16]=[CH:15][CH:14]=[CH:13][CH:12]=1)=O)(C)(C)C.FC(F)(F)C(O)=O.C(N(CC)CC)C. Product: [CH2:10]([CH:9]1[C:17](=[O:18])[N:19]([CH3:25])[CH2:20][C:21](=[O:22])[NH:8]1)[C:11]1[CH:16]=[CH:15][CH:14]=[CH:13][CH:12]=1. The catalyst class is: 5. (6) Reactant: [CH2:1]([N:3]1[C:11]2[C:6](=[CH:7][C:8]([CH3:12])=[CH:9][CH:10]=2)[C:5](=O)[C:4]1=[O:14])[CH3:2].O.NN.Cl. Product: [CH2:1]([N:3]1[C:11]2[C:6](=[CH:7][C:8]([CH3:12])=[CH:9][CH:10]=2)[CH2:5][C:4]1=[O:14])[CH3:2]. The catalyst class is: 25. (7) Reactant: [Cl:1][C:2]1[CH:3]=[C:4]([NH:9][C:10]2[N:15]=[C:14]([N:16]3[C:20]([CH3:21])=[CH:19][C:18]([CH3:22])=[N:17]3)[C:13]([C:23]3[CH:24]=[C:25]([C:29]([O:31]CC)=[O:30])[CH:26]=[N:27][CH:28]=3)=[CH:12][N:11]=2)[CH:5]=[CH:6][C:7]=1[F:8].[OH-].[Ba+2].[OH-].Cl. Product: [Cl:1][C:2]1[CH:3]=[C:4]([NH:9][C:10]2[N:15]=[C:14]([N:16]3[C:20]([CH3:21])=[CH:19][C:18]([CH3:22])=[N:17]3)[C:13]([C:23]3[CH:24]=[C:25]([C:29]([OH:31])=[O:30])[CH:26]=[N:27][CH:28]=3)=[CH:12][N:11]=2)[CH:5]=[CH:6][C:7]=1[F:8]. The catalyst class is: 30. (8) Reactant: [Cl:1][C:2]1[CH:7]=[CH:6][C:5]([C:8]([F:13])([F:12])[C:9]([OH:11])=O)=[C:4]([C:14]([F:17])([F:16])[F:15])[CH:3]=1.P(Cl)(Cl)(Cl)=O.Cl.[NH2:24][CH2:25][C:26]1[CH:27]=[C:28]2[C:32](=[CH:33][CH:34]=1)[C:31](=[O:35])[N:30]([CH:36]1[CH2:41][CH2:40][C:39](=[O:42])[NH:38][C:37]1=[O:43])[CH2:29]2.C(=O)(O)[O-].[Na+]. Product: [Cl:1][C:2]1[CH:7]=[CH:6][C:5]([C:8]([F:13])([F:12])[C:9]([NH:24][CH2:25][C:26]2[CH:27]=[C:28]3[C:32](=[CH:33][CH:34]=2)[C:31](=[O:35])[N:30]([CH:36]2[CH2:41][CH2:40][C:39](=[O:42])[NH:38][C:37]2=[O:43])[CH2:29]3)=[O:11])=[C:4]([C:14]([F:17])([F:16])[F:15])[CH:3]=1. The catalyst class is: 17. (9) Reactant: [Br:1][C:2]1[C:11]([CH3:12])=[CH:10][C:5]([C:6]([O:8][CH3:9])=[O:7])=[C:4]([OH:13])[CH:3]=1.[C:14](OC(=O)C)(=[O:16])[CH3:15]. Product: [C:14]([O:13][C:4]1[CH:3]=[C:2]([Br:1])[C:11]([CH3:12])=[CH:10][C:5]=1[C:6]([O:8][CH3:9])=[O:7])(=[O:16])[CH3:15]. The catalyst class is: 17.